This data is from Peptide-MHC class II binding affinity with 134,281 pairs from IEDB. The task is: Regression. Given a peptide amino acid sequence and an MHC pseudo amino acid sequence, predict their binding affinity value. This is MHC class II binding data. The peptide sequence is TSLLISWGHYPLHLR. The MHC is HLA-DQA10401-DQB10402 with pseudo-sequence HLA-DQA10401-DQB10402. The binding affinity (normalized) is 0.185.